Dataset: Forward reaction prediction with 1.9M reactions from USPTO patents (1976-2016). Task: Predict the product of the given reaction. (1) Given the reactants [F:1][C:2]([F:11])([F:10])[C:3](=[O:9])[C:4]([O:6][CH2:7][CH3:8])=[O:5].[C:12](=[O:22])([O:14][CH2:15][C:16]1[CH:21]=[CH:20][CH:19]=[CH:18][CH:17]=1)[NH2:13], predict the reaction product. The product is: [CH2:15]([O:14][C:12]([NH:13][C@:3]([OH:9])([C:4]([O:6][CH2:7][CH3:8])=[O:5])[C:2]([F:10])([F:11])[F:1])=[O:22])[C:16]1[CH:21]=[CH:20][CH:19]=[CH:18][CH:17]=1. (2) Given the reactants [Na:1].Cl[P:3]([C:10]1[CH:15]=[CH:14][CH:13]=[CH:12][CH:11]=1)[C:4]1[CH:9]=[CH:8][CH:7]=[CH:6][CH:5]=1, predict the reaction product. The product is: [Na:1].[C:10]1([PH:3][C:4]2[CH:5]=[CH:6][CH:7]=[CH:8][CH:9]=2)[CH:11]=[CH:12][CH:13]=[CH:14][CH:15]=1. (3) The product is: [C:1]([N:4]1[C:12]2[C:7](=[CH:8][C:9]([C:13](=[O:15])[CH3:14])=[CH:10][CH:11]=2)[C:6](=[C:20]([C:19]2[CH:23]=[CH:24][CH:25]=[CH:26][C:18]=2[Cl:17])[OH:21])[C:5]1=[O:16])(=[O:3])[CH3:2]. Given the reactants [C:1]([N:4]1[C:12]2[C:7](=[CH:8][C:9]([C:13](=[O:15])[CH3:14])=[CH:10][CH:11]=2)[CH2:6][C:5]1=[O:16])(=[O:3])[CH3:2].[Cl:17][C:18]1[CH:26]=[CH:25][CH:24]=[CH:23][C:19]=1[C:20](O)=[O:21], predict the reaction product. (4) Given the reactants [Cl:1][C:2]1[CH:3]=[C:4]([C:8]2[NH:12][C:11]([C@@H:13]3[CH2:17][C@@H:16]([F:18])[CH2:15][N:14]3C(OC(C)(C)C)=O)=[N:10][CH:9]=2)[CH:5]=[CH:6][CH:7]=1.C(O)(C(F)(F)F)=O, predict the reaction product. The product is: [Cl:1][C:2]1[CH:3]=[C:4]([C:8]2[NH:12][C:11]([C@@H:13]3[CH2:17][C@@H:16]([F:18])[CH2:15][NH:14]3)=[N:10][CH:9]=2)[CH:5]=[CH:6][CH:7]=1. (5) The product is: [Cl:1][C:2]1[CH:7]=[C:6]([NH:8][CH:9]([S:10][CH3:24])[NH:20][C:21]#[N:22])[CH:5]=[C:4]([Cl:11])[C:3]=1[C:12]1[CH:17]=[CH:16][N:15]=[C:14]([O:18][CH3:19])[CH:13]=1. Given the reactants [Cl:1][C:2]1[CH:7]=[C:6]([N:8]=[C:9]=[S:10])[CH:5]=[C:4]([Cl:11])[C:3]=1[C:12]1[CH:17]=[CH:16][N:15]=[C:14]([O:18][CH3:19])[CH:13]=1.[N:20]#[C:21][NH2:22].[Na].[CH3:24]I, predict the reaction product.